Dataset: Experimentally validated miRNA-target interactions with 360,000+ pairs, plus equal number of negative samples. Task: Binary Classification. Given a miRNA mature sequence and a target amino acid sequence, predict their likelihood of interaction. (1) The miRNA is hsa-miR-4266 with sequence CUAGGAGGCCUUGGCC. The protein sequence of the target gene is MAGQHLPVPRLEGVSREQFMQHLYPQRKPLVLEGIDLGPCTSKWTVDYLSQVGGKKEVKIHVAAVAQMDFISKNFVYRTLPFDQLVQRAAEEKHKEFFVSEDEKYYLRSLGEDPRKDVADIRKQFPLLKGDIKFPEFFKEEQFFSSVFRISSPGLQLWTHYDVMDNLLIQVTGKKRVVLFSPRDAQYLYLKGTKSEVLNIDNPDLAKYPLFSKARRYECSLEAGDVLFIPALWFHNVISEEFGVGVNIFWKHLPSECYDKTDTYGNKDPTAASRAAQILDRALKTLAELPEEYRDFYARR.... Result: 1 (interaction). (2) The miRNA is hsa-miR-6832-3p with sequence ACCCUUUUUCUCUUUCCCAG. The protein sequence of the target gene is MSSIKHLVYAVIRFLREQSQMDTYTSDEQESLEVAIQCLETVFKISPEDTHLAVSQPLTEMFTSSFCKNDVLPLSNSVPEDVGKADQLKDEGNNHMKEENYAAAVDCYTQAIELDPNNAVYYCNRAAAQSKLGHYTDAIKDCEKAIAIDSKYSKAYGRMGLALTALNKFEEAVTSYQKALDLDPENDSYKSNLKIAEQKLREVSSPTGTGLSFDMASLINNPAFISMAASLMQNPQVQQLMSGMMTNAIGGPAAGVGGLTDLSSLIQAGQQFAQQIQQQNPELIEQLRNHIRSRSFSSSA.... Result: 1 (interaction). (3) The protein sequence of the target gene is MALPRCTWPNYVWRAVMACLVHRGLGAPLTLCMLGCLLQAGHVLSQKLDDVDPLVATNFGKIRGIKKELNNEILGPVIQFLGVPYAAPPTGERRFQPPEPPSPWSDIRNATQFAPVCPQNIIDGRLPEVMLPVWFTNNLDVVSSYVQDQSEDCLYLNIYVPTEDVKRISKECARKPGKKICRKGGPLTKKQTDDLGDNDGAEDEDIRDSGGPKPVMVYIHGGSYMEGTGNLYDGSVLASYGNVIVITVNYRLGVLGFLSTGDQAAKGNYGLLDLIQALRWTSENIGFFGGDPLRITVFGS.... The miRNA is hsa-miR-330-5p with sequence UCUCUGGGCCUGUGUCUUAGGC. Result: 0 (no interaction). (4) The miRNA is mmu-miR-669o-5p with sequence UAGUUGUGUGUGCAUGUUUAUGU. The protein sequence of the target gene is MSSPMPDCTSKCRSLKHALDVLSVVTKGSENQIKAFLSSHCYNAATIKDVFGRNALHLVSSCGKKGVLDWLIQKGVDLLVKDKESGWTALHRSIFYGHIDCVWSLLKHGVSLYIQDKEGLSALDLVMKDRPTHVVFKNTDPTDVYTWGDNTNFTLGHGSQNSKHHPELVDLFSRSGIYIKQVVLCKFHSVFLSQKGQVYTCGHGPGGRLGHGDEQTCLVPRLVEGLNGHNCSQVAAAKDHTVVLTEDGCVYTFGLNIFHQLGIIPPPSSCNVPRQIQAKYLKGRTIIGVAAGRFHTVLWT.... Result: 0 (no interaction). (5) The miRNA is hsa-miR-6722-5p with sequence AGGCGCACCCGACCACAUGC. The protein sequence of the target gene is MPEAVAKMRVCWLVRQDSRHQRIKLPHLEAVVIGRSPETKITDKKCSRQQVQLKAECNKGYVKVQQMGVNPTSIDSGVIGKDQEKKLLPGQVLHMVNGLYPYIVEFEEVAESPNLTQRKRKRSDCDSEEMEAESGTGLAPGSSPSQCSVSPKKDKNGATKKESLGHWSQGLKMSMKDPKMQVYKDDQVVVIKDKYPKARHHWLVLPWASISSLKVVTSEHLELLKHMHAVGEKVIADFAGSSKLRFRLGYHAIPSMSHVHLHVISQDFDSPCLKNKKHWNSFNTEYFLESQAVIKMVQEA.... Result: 0 (no interaction). (6) The miRNA is hsa-miR-1-3p with sequence UGGAAUGUAAAGAAGUAUGUAU. The protein sequence of the target gene is MDKVCAVFGGSRGIGRAVAQLMARKGYRLAVIARNLEGAKAAAGDLGGDHLAFSCDVAKEHDVQNTFEELEKHLGRVNFLVNAAGINRDGLLVRTKTEDMVSQLHTNLLGSMLTCKAAMRTMIQQQGGSIVNVGSIVGLKGNSGQSVYSASKGGLVGFSRALAKEVARKKIRVNVVAPGFVHTDMTKDLKEEHLKKNIPLGRFGETIEVAHAVVFLLESPYITGHVLVVDGGLQLIL. Result: 1 (interaction). (7) Result: 0 (no interaction). The miRNA is hsa-miR-4289 with sequence GCAUUGUGCAGGGCUAUCA. The protein sequence of the target gene is MCPQESSFQPSQFLLLVGVPVASVLLLAQCLRWHCPRRLLGACWTLNGQEEPVSQPTPQLENEVSRQHLPATLPEMVAFYQELHTPTQGQTMVRQLMHKLLVFSAREVDHRGGCLMLQDTGISLLIPPGAVAVGRQERVSLILVWDLSDAPSLSQAQGLVSPVVACGPHGASFLKPCTLTFKHCAEQPSHARTYSSNTTLLDAKVWRPLGRPGAHASRDECRIHLSHFSLYTCVLEAPVGREARKWLQLAVFCSPLVPGQSHLQLRIYFLNNTPCALQWALTNEQPHGGRLRGPCQLFDF....